This data is from Full USPTO retrosynthesis dataset with 1.9M reactions from patents (1976-2016). The task is: Predict the reactants needed to synthesize the given product. (1) Given the product [F:37][C:38]([F:43])([F:42])[C:39]([OH:41])=[O:40].[NH2:11][C@@H:12]([CH2:17][C:18]1[CH:23]=[CH:22][C:21]([CH:24]2[S:28](=[O:30])(=[O:29])[NH:27][C:26](=[O:35])[CH2:25]2)=[C:20]([CH3:36])[CH:19]=1)[C:13]([O:15][CH3:16])=[O:14], predict the reactants needed to synthesize it. The reactants are: C(OC([NH:11][C@@H:12]([CH2:17][C:18]1[CH:23]=[CH:22][C:21]([CH:24]2[S:28](=[O:30])(=[O:29])[N:27](C(C)(C)C)[C:26](=[O:35])[CH2:25]2)=[C:20]([CH3:36])[CH:19]=1)[C:13]([O:15][CH3:16])=[O:14])=O)C1C=CC=CC=1.[F:37][C:38]([F:43])([F:42])[C:39]([OH:41])=[O:40]. (2) Given the product [O:30]=[C:20]1[NH:21][C:22](=[O:29])[C:23]2[CH2:24][CH2:25][CH2:26][CH2:27][C:28]=2[N:19]1[CH2:18][CH2:17][C:14]1[CH:15]=[CH:16][C:11]([NH:10][S:6]([C:2]2[S:1][CH:5]=[CH:4][CH:3]=2)(=[O:8])=[O:7])=[CH:12][CH:13]=1, predict the reactants needed to synthesize it. The reactants are: [S:1]1[CH:5]=[CH:4][CH:3]=[C:2]1[S:6](Cl)(=[O:8])=[O:7].[NH2:10][C:11]1[CH:16]=[CH:15][C:14]([CH2:17][CH2:18][N:19]2[C:28]3[CH2:27][CH2:26][CH2:25][CH2:24][C:23]=3[C:22](=[O:29])[NH:21][C:20]2=[O:30])=[CH:13][CH:12]=1.O.Cl. (3) The reactants are: Cl.[NH2:2][C@H:3]([CH2:21][C:22]1[CH:27]=[CH:26][C:25]([Cl:28])=[CH:24][CH:23]=1)[C:4]([N:6]1[CH2:11][CH2:10][N:9]([C:12]2[CH:17]=[CH:16][CH:15]=[CH:14][C:13]=2[N+:18]([O-:20])=[O:19])[CH2:8][CH2:7]1)=[O:5].[N:29]1([C:42]([O:44][C:45]([CH3:48])([CH3:47])[CH3:46])=[O:43])[CH2:38][C:37]2[C:32](=[CH:33][CH:34]=[CH:35][CH:36]=2)[CH2:31][C@H:30]1[C:39](O)=[O:40].C1C=NC2N(O)N=NC=2C=1.C(Cl)CCl.CCN(C(C)C)C(C)C. Given the product [Cl:28][C:25]1[CH:24]=[CH:23][C:22]([CH2:21][C@@H:3]([NH:2][C:39]([C@@H:30]2[CH2:31][C:32]3[C:37](=[CH:36][CH:35]=[CH:34][CH:33]=3)[CH2:38][N:29]2[C:42]([O:44][C:45]([CH3:48])([CH3:47])[CH3:46])=[O:43])=[O:40])[C:4]([N:6]2[CH2:11][CH2:10][N:9]([C:12]3[CH:17]=[CH:16][CH:15]=[CH:14][C:13]=3[N+:18]([O-:20])=[O:19])[CH2:8][CH2:7]2)=[O:5])=[CH:27][CH:26]=1, predict the reactants needed to synthesize it. (4) Given the product [O:1]=[C:2]([CH3:20])[CH2:3][NH:4][C:5](=[O:19])[C:6]([NH:8][C:9]1[CH:14]=[CH:13][CH:12]=[C:11]([C:15]([F:16])([F:17])[F:18])[CH:10]=1)=[O:7], predict the reactants needed to synthesize it. The reactants are: [OH:1][CH:2]([CH3:20])[CH2:3][NH:4][C:5](=[O:19])[C:6]([NH:8][C:9]1[CH:14]=[CH:13][CH:12]=[C:11]([C:15]([F:18])([F:17])[F:16])[CH:10]=1)=[O:7].C(#N)C.Br([O-])(=O)=O.[Na+]. (5) Given the product [Cl:1][C:2]1[CH:3]=[CH:4][C:5]([C:8]([OH:32])([C:26]2[N:27]([CH3:31])[CH:28]=[N:29][CH:30]=2)[C:9]2[CH:10]=[C:11]3[C:16](=[CH:17][CH:18]=2)[N:15]([CH3:35])[C:14](=[O:19])[CH:13]=[C:12]3[C:20]2[S:21][C:22]([CH3:25])=[CH:23][CH:24]=2)=[CH:6][CH:7]=1, predict the reactants needed to synthesize it. The reactants are: [Cl:1][C:2]1[CH:7]=[CH:6][C:5]([C:8]([OH:32])([C:26]2[N:27]([CH3:31])[CH:28]=[N:29][CH:30]=2)[C:9]2[CH:10]=[C:11]3[C:16](=[CH:17][CH:18]=2)[NH:15][C:14](=[O:19])[CH:13]=[C:12]3[C:20]2[S:21][C:22]([CH3:25])=[CH:23][CH:24]=2)=[CH:4][CH:3]=1.[OH-].[Na+].[CH3:35]I. (6) The reactants are: [Cl:1][C:2]1[CH:3]=[C:4]([N:9]=[C:10]2[N:13]([C:14](=O)[CH2:15][N:16]3C(=O)C4C(=CC=CC=4)C3=O)CS2)[CH:5]=[C:6]([Cl:8])[CH:7]=1.[NH2:28][NH2:29]. Given the product [NH2:16][CH2:15][C:14]1[N:13]=[C:10]([NH:9][C:4]2[CH:5]=[C:6]([Cl:8])[CH:7]=[C:2]([Cl:1])[CH:3]=2)[NH:28][N:29]=1, predict the reactants needed to synthesize it.